Dataset: Full USPTO retrosynthesis dataset with 1.9M reactions from patents (1976-2016). Task: Predict the reactants needed to synthesize the given product. Given the product [CH3:16][C:17]1([CH3:24])[CH2:22][CH2:21][CH2:20][C:19](=[C:2]2[S:3][CH2:4][CH2:5][CH2:6][S:1]2)[CH2:18]1, predict the reactants needed to synthesize it. The reactants are: [S:1]1[CH2:6][CH2:5][CH2:4][S:3][CH:2]1[Si](C)(C)C.C([Li])CCC.[CH3:16][C:17]1([CH3:24])[CH2:22][CH2:21][CH2:20][C:19](=O)[CH2:18]1.